From a dataset of Catalyst prediction with 721,799 reactions and 888 catalyst types from USPTO. Predict which catalyst facilitates the given reaction. (1) Reactant: [CH:1]([OH:4])([CH3:3])[CH3:2].[H-].[Na+].[I:7][C:8]1[N:9]=[N:10][C:11](I)=[CH:12][CH:13]=1.O. Product: [I:7][C:8]1[N:9]=[N:10][C:11]([O:4][CH:1]([CH3:3])[CH3:2])=[CH:12][CH:13]=1. The catalyst class is: 1. (2) Reactant: [C:1]12([N:11]3[CH:15]=[C:14]([NH:16][CH2:17][CH2:18][N:19]4[CH2:24][CH2:23][O:22][CH2:21][CH2:20]4)[N:13]=[N:12]3)[CH2:10][CH:5]3[CH2:6][CH:7]([CH2:9][CH:3]([CH2:4]3)[CH2:2]1)[CH2:8]2.CCN(C(C)C)C(C)C.[CH:34]1([C:37](Cl)=[O:38])[CH2:36][CH2:35]1. Product: [C:1]12([N:11]3[CH:15]=[C:14]([N:16]([CH2:17][CH2:18][N:19]4[CH2:24][CH2:23][O:22][CH2:21][CH2:20]4)[C:37]([CH:34]4[CH2:36][CH2:35]4)=[O:38])[N:13]=[N:12]3)[CH2:2][CH:3]3[CH2:4][CH:5]([CH2:6][CH:7]([CH2:9]3)[CH2:8]1)[CH2:10]2. The catalyst class is: 2.